Dataset: Reaction yield outcomes from USPTO patents with 853,638 reactions. Task: Predict the reaction yield, written as a fraction of the theoretical maximum amount of product (1.0 means a 100% yield; for example, 0.34 means a 34% yield). (1) The yield is 0.550. The reactants are [CH2:1]1[C:5]2([CH2:10][CH2:9][N:8]([C:11]([O:13][C:14]([CH3:17])([CH3:16])[CH3:15])=[O:12])[CH2:7][CH2:6]2)[CH2:4][CH:3]([C:18]([O:20][CH2:21][CH3:22])=[O:19])[NH:2]1.CN(C(ON1N=NC2C=CC=NC1=2)=[N+](C)C)C.F[P-](F)(F)(F)(F)F.[CH3:47][O:48][C:49]([NH:51][C@H:52]([C:56](O)=[O:57])[CH:53]([CH3:55])[CH3:54])=[O:50].CCN(C(C)C)C(C)C. The product is [CH3:47][O:48][C:49]([NH:51][C@H:52]([C:56]([N:2]1[CH:3]([C:18]([O:20][CH2:21][CH3:22])=[O:19])[CH2:4][C:5]2([CH2:6][CH2:7][N:8]([C:11]([O:13][C:14]([CH3:17])([CH3:16])[CH3:15])=[O:12])[CH2:9][CH2:10]2)[CH2:1]1)=[O:57])[CH:53]([CH3:54])[CH3:55])=[O:50]. The catalyst is C(Cl)Cl. (2) The reactants are [NH2:1][CH2:2][C:3]1[CH:21]=[CH:20][CH:19]=[C:18]([CH3:22])[C:4]=1[CH2:5][NH:6][C:7]1[C:8]2[N:9]([C:13]([CH3:17])=[C:14]([CH3:16])[N:15]=2)[CH:10]=[CH:11][CH:12]=1.N1C=CC=CC=1.Cl[C:30]([O:32][CH3:33])=[O:31]. The catalyst is C(Cl)Cl. The product is [CH3:16][C:14]1[N:15]=[C:8]2[C:7]([NH:6][CH2:5][C:4]3[C:18]([CH3:22])=[CH:19][CH:20]=[CH:21][C:3]=3[CH2:2][NH:1][C:30](=[O:31])[O:32][CH3:33])=[CH:12][CH:11]=[CH:10][N:9]2[C:13]=1[CH3:17]. The yield is 0.250. (3) The reactants are [Cl:1][C:2]1[C:7]([CH:8]([C:10]2[CH:15]=[C:14]([O:16][CH3:17])[C:13]([O:18][CH3:19])=[CH:12][C:11]=2[CH:20]([CH3:22])[CH3:21])O)=[CH:6][N:5]=[C:4]([S:23][CH3:24])[N:3]=1.C([SiH](CC)CC)C.FC(F)(F)C(O)=O. The catalyst is C(Cl)Cl. The product is [Cl:1][C:2]1[C:7]([CH2:8][C:10]2[CH:15]=[C:14]([O:16][CH3:17])[C:13]([O:18][CH3:19])=[CH:12][C:11]=2[CH:20]([CH3:21])[CH3:22])=[CH:6][N:5]=[C:4]([S:23][CH3:24])[N:3]=1. The yield is 0.910. (4) The reactants are [C:1]([O:5][C:6]([N:8]1[CH2:13][CH2:12][CH:11]([OH:14])[CH2:10][CH2:9]1)=[O:7])([CH3:4])([CH3:3])[CH3:2].C[N+]1([O-])CCOCC1. The catalyst is C(Cl)Cl.CCC[N+](CCC)(CCC)CCC.[O-][Ru](=O)(=O)=O. The product is [C:1]([O:5][C:6]([N:8]1[CH2:9][CH2:10][C:11](=[O:14])[CH2:12][CH2:13]1)=[O:7])([CH3:4])([CH3:2])[CH3:3]. The yield is 0.890.